From a dataset of Catalyst prediction with 721,799 reactions and 888 catalyst types from USPTO. Predict which catalyst facilitates the given reaction. (1) Product: [Cl:16][C:8]1[CH:7]=[C:6]([CH2:5][CH2:4][C:1]([O:3][CH3:21])=[O:2])[C:14]([Cl:15])=[CH:13][C:9]=1[C:10]([OH:12])=[O:11]. The catalyst class is: 5. Reactant: [C:1]([CH2:4][CH2:5][C:6]1[C:14]([Cl:15])=[CH:13][C:9]([C:10]([OH:12])=[O:11])=[C:8]([Cl:16])[CH:7]=1)([OH:3])=[O:2].S(Cl)(Cl)=O.[CH3:21]COCC. (2) Reactant: C1C=CC2N(O)N=[N:7]C=2C=1.CCN=C=NCCCN(C)C.Cl.Cl.[C:24]([O:28][C:29]([N:31]1[CH2:36][CH2:35][CH:34]([C:37]2[CH:42]=[CH:41][C:40]([NH:43][C:44]3[N:49]=[C:48]([CH2:50][CH2:51][C:52]4[CH:57]=[C:56]([F:58])[CH:55]=[CH:54][C:53]=4[CH2:59][C:60]([O-])=[O:61])[C:47]([C:63]([F:66])([F:65])[F:64])=[CH:46][N:45]=3)=[CH:39][CH:38]=2)[CH2:33][CH2:32]1)=[O:30])([CH3:27])([CH3:26])[CH3:25].[Li+].CCN(CC)CC.C([O-])(O)=O.[Na+]. Product: [NH2:7][C:60](=[O:61])[CH2:59][C:53]1[CH:54]=[CH:55][C:56]([F:58])=[CH:57][C:52]=1[CH2:51][CH2:50][C:48]1[C:47]([C:63]([F:65])([F:64])[F:66])=[CH:46][N:45]=[C:44]([NH:43][C:40]2[CH:39]=[CH:38][C:37]([CH:34]3[CH2:35][CH2:36][N:31]([C:29]([O:28][C:24]([CH3:26])([CH3:27])[CH3:25])=[O:30])[CH2:32][CH2:33]3)=[CH:42][CH:41]=2)[N:49]=1. The catalyst class is: 85.